Task: Predict the reaction yield, written as a fraction of the theoretical maximum amount of product (1.0 means a 100% yield; for example, 0.34 means a 34% yield).. Dataset: Reaction yield outcomes from USPTO patents with 853,638 reactions The reactants are [Cl:1][C:2]1[CH:18]=[CH:17][CH:16]=[CH:15][C:3]=1[CH2:4][NH:5][C:6]([N:8]1[CH2:12][CH2:11][CH2:10][C@H:9]1[CH2:13][OH:14])=[O:7].[CH2:19]([C:21]1[CH:26]=[CH:25][C:24]([N:27]=[C:28]=[O:29])=[CH:23][CH:22]=1)[CH3:20]. The catalyst is C1COCC1. The product is [CH2:19]([C:21]1[CH:26]=[CH:25][C:24]([NH:27][C:28](=[O:29])[O:14][CH2:13][C@@H:9]2[CH2:10][CH2:11][CH2:12][N:8]2[C:6](=[O:7])[NH:5][CH2:4][C:3]2[CH:15]=[CH:16][CH:17]=[CH:18][C:2]=2[Cl:1])=[CH:23][CH:22]=1)[CH3:20]. The yield is 0.100.